Task: Binary Classification. Given a miRNA mature sequence and a target amino acid sequence, predict their likelihood of interaction.. Dataset: Experimentally validated miRNA-target interactions with 360,000+ pairs, plus equal number of negative samples (1) The miRNA is hsa-miR-3689c with sequence CUGGGAGGUGUGAUAUUGUGGU. The protein sequence of the target gene is MAGSRLETVGSIFSRTRDLVRAGVLKEKPLWFDVYDAFPPLREPVFQRPRVRYGKAKAPIQDIWYHEDRIRAKFYSVYGSGQRAFDLFNPNFKSTCQRFVEKYTELQKLGETDEEKLFVETGKALLAEGVILRRVGEARTQHGGSHVSRKSEHLSVRPQTALEENETQKEVPQDQHLEAPADQSKGLLPP. Result: 1 (interaction). (2) The miRNA is mmu-miR-682 with sequence CUGCAGUCACAGUGAAGUCUG. The protein sequence of the target gene is MAADKPADQGAEKHEGAGQSSGVTDQEKELSASALQAFTSGNYDACLQHLACLQDINKDDYKIILNTAVAEFFKNNQTTTDNLRQTLNQLKNQVHSAVEEMDGLDDVENSMLYYNQAVILYHLRQYTEAISVGEKLYQFIEPFEEKFAQAVCFLLVDLYILTHQAEKALHLLAVLEKMISQGSGGKNGKNETGNNSSKDGSNPKAESAALIEAAKSKIHQYKVRGYIQMKSLKACKREIKSVMNTAGNSAPSLFLKSNFEYLRGNYRKAVKLLNSSNIAEHPGFMKTGECLRCMFWNNLG.... Result: 0 (no interaction). (3) The miRNA is hsa-miR-4779 with sequence UAGGAGGGAAUAGUAAAAGCAG. The protein sequence of the target gene is MGDKKSPTRPKRQPKPASDEGYWDCSVCTFRNSAEAFKCMMCDVRKGTSTRKPRPVSQLVAQQVTQQFVPPTQSKKEKKDRVEKDKSEKEAASKKNCHKKTRPRLKNVDRSSAQHLEVTVGDLTVIITDFKEKAKSAPASSAAGDQHSQGSCSSDSTERGVSRSSSPRGEASSLNGESH. Result: 0 (no interaction). (4) The miRNA is hsa-miR-10a-5p with sequence UACCCUGUAGAUCCGAAUUUGUG. The protein sequence of the target gene is MEREGSGGSGGSAGLLQQILSLKVVPRVGNGTLCPNSTSLCSFPEMWYGVFLWALVSSLFFHVPAGLLALFTLRHHKYGRFMSVSILLMGIVGPITAGILTSAAIAGVYRAAGKEMIPFEALTLGTGQTFCVLVVSFLRILATL. Result: 1 (interaction). (5) The miRNA is hsa-miR-124-3p with sequence UAAGGCACGCGGUGAAUGCCAA. The protein sequence of the target gene is MRFVVALVLLNVAAAGAVPLLATESVKQEEAGVRPSAGNVSTHPSLSQRPGGSTKSHPEPQTPKDSPSKSSAEAQTPEDTPNKSGAEAKTQKDSSNKSGAEAKTQKGSTSKSGSEAQTTKDSTSKSHPELQTPKDSTGKSGAEAQTPEDSPNRSGAEAKTQKDSPSKSGSEAQTTKDVPNKSGADGQTPKDGSSKSGAEDQTPKDVPNKSGAEKQTPKDGSNKSGAEEQGPIDGPSKSGAEEQTSKDSPNKVVPEQPSRKDHSKPISNPSDNKELPKADTNQLADKGKLSPHAFKTESGE.... Result: 1 (interaction). (6) The miRNA is mmu-miR-7115-3p with sequence ACUUGGUCCCCUGCCCCCACAG. The protein sequence of the target gene is MALNNFLFAQCACYFLAFLFSFVVVVPLSENGHDFRGRCLLFTEGMWLSANLTVQERERFTVQEWGPPAACRFSLLASLLSLLLAAAHAWRTLFFLCKGHEGSFFSAFLNLLVSAFVVFLVFIASTIVSVGFTMWCDTITEKGTVPHSCEELQDIDLELGVDNSAFYDQFAIAQFGLWASWLAWLAITTLAFLKVYHNYRQEDLLDSLIHEKELLLARPSPRTSFQEEKSAVI. Result: 0 (no interaction).